Regression. Given a peptide amino acid sequence and an MHC pseudo amino acid sequence, predict their binding affinity value. This is MHC class II binding data. From a dataset of Peptide-MHC class II binding affinity with 134,281 pairs from IEDB. (1) The peptide sequence is TRYTLDFDRAQRA. The MHC is DRB1_0301 with pseudo-sequence DRB1_0301. The binding affinity (normalized) is 0.731. (2) The peptide sequence is SRKECPFSNRVWNSF. The MHC is HLA-DQA10501-DQB10402 with pseudo-sequence HLA-DQA10501-DQB10402. The binding affinity (normalized) is 0.554. (3) The peptide sequence is QNILLSNAQLGPQFP. The MHC is DRB1_0401 with pseudo-sequence DRB1_0401. The binding affinity (normalized) is 0.476. (4) The peptide sequence is VQDAATYAVTTFSNV. The MHC is HLA-DQA10501-DQB10201 with pseudo-sequence HLA-DQA10501-DQB10201. The binding affinity (normalized) is 0.142. (5) The peptide sequence is PALLALLALPALLLL. The MHC is DRB1_1501 with pseudo-sequence DRB1_1501. The binding affinity (normalized) is 0.558. (6) The peptide sequence is YLGKREDQWCGSLIGLT. The MHC is DRB1_1101 with pseudo-sequence DRB1_1101. The binding affinity (normalized) is 0.145.